Task: Predict the reactants needed to synthesize the given product.. Dataset: Full USPTO retrosynthesis dataset with 1.9M reactions from patents (1976-2016) (1) Given the product [Cl:35][C:9]1[N:6]2[CH:7]=[CH:8][C:3]([C:2]([F:26])([F:1])[F:27])=[CH:4][C:5]2=[N:11][C:10]=1[CH2:12][C@@H:13]1[CH2:18][CH2:17][CH2:16][CH2:15][N:14]1[C:19]([O:21][C:22]([CH3:23])([CH3:24])[CH3:25])=[O:20], predict the reactants needed to synthesize it. The reactants are: [F:1][C:2]([F:27])([F:26])[C:3]1[CH:8]=[CH:7][N:6]2[CH:9]=[C:10]([CH2:12][C@@H:13]3[CH2:18][CH2:17][CH2:16][CH2:15][N:14]3[C:19]([O:21][C:22]([CH3:25])([CH3:24])[CH3:23])=[O:20])[N:11]=[C:5]2[CH:4]=1.C1C(=O)N([Cl:35])C(=O)C1. (2) Given the product [Cl:15][C:7]1[CH:6]=[C:5]([O:2][CH3:1])[C:10]([C:11]([O:13][CH3:14])=[O:12])=[CH:9][N:8]=1, predict the reactants needed to synthesize it. The reactants are: [CH3:1][O-:2].[Na+].Cl[C:5]1[C:10]([C:11]([O:13][CH3:14])=[O:12])=[CH:9][N:8]=[C:7]([Cl:15])[CH:6]=1. (3) The reactants are: Br[C:2]1[C:3]2[C:4]3[CH:18]=[CH:17][S:16][C:5]=3[C:6](=[O:15])[NH:7][C:8]=2[C:9]([CH3:14])=[CH:10][C:11]=1[O:12][CH3:13].CC1(C)C(C)(C)OB([C:27]2[CH:32]=[CH:31][C:30]([C:33]3([CH2:37][NH:38][C:39](=[O:45])[O:40][C:41]([CH3:44])([CH3:43])[CH3:42])[CH2:36][CH2:35][CH2:34]3)=[CH:29][CH:28]=2)O1. Given the product [C:41]([O:40][C:39](=[O:45])[NH:38][CH2:37][C:33]1([C:30]2[CH:29]=[CH:28][C:27]([C:2]3[C:3]4[C:4]5[CH:18]=[CH:17][S:16][C:5]=5[C:6](=[O:15])[NH:7][C:8]=4[C:9]([CH3:14])=[CH:10][C:11]=3[O:12][CH3:13])=[CH:32][CH:31]=2)[CH2:36][CH2:35][CH2:34]1)([CH3:44])([CH3:42])[CH3:43], predict the reactants needed to synthesize it. (4) Given the product [Cl:1][C:2]1[C:3]2[O:14][CH2:12][CH2:11][C:4]=2[CH:5]=[C:6]([N+:8]([O-:10])=[O:9])[CH:7]=1, predict the reactants needed to synthesize it. The reactants are: [Cl:1][C:2]1[CH:7]=[C:6]([N+:8]([O-:10])=[O:9])[CH:5]=[C:4]([CH2:11][CH2:12]O)[C:3]=1[OH:14].CS(Cl)(=O)=O.C(=O)([O-])O.[Na+].Cl. (5) The reactants are: [F:1][C:2]1([F:25])[CH2:6][CH2:5][N:4]([C:7]2[C:17]3[O:16][CH2:15][CH2:14][N:13](C(OC(C)(C)C)=O)[CH2:12][C:11]=3[CH:10]=[CH:9][CH:8]=2)[CH2:3]1.C(OCC)(=O)C.Cl. Given the product [F:25][C:2]1([F:1])[CH2:6][CH2:5][N:4]([C:7]2[C:17]3[O:16][CH2:15][CH2:14][NH:13][CH2:12][C:11]=3[CH:10]=[CH:9][CH:8]=2)[CH2:3]1, predict the reactants needed to synthesize it. (6) The reactants are: [S:1]([CH2:11][CH2:12][O:13][C:14](=[O:17])[CH:15]=[CH2:16])([C:4]1[CH:10]=[CH:9][C:7]([CH3:8])=[CH:6][CH:5]=1)(=[O:3])=[O:2].[OH:18][CH2:19][CH2:20][CH2:21][CH2:22][O:23][C:24](=[O:27])[CH:25]=[CH2:26].[CH3:28][O:29][C:30](=[O:34])[C:31]([CH3:33])=[CH2:32].[CH2:35]([O:39][C:40](=[O:44])[C:41]([CH3:43])=[CH2:42])[CH:36]1[O:38][CH2:37]1.CC(N=NC(C#N)(C)C)(C#N)C. Given the product [S:1]([CH2:11][CH2:12][O:13][C:14](=[O:17])[CH:15]=[CH2:16])([C:4]1[CH:5]=[CH:6][C:7]([CH3:8])=[CH:9][CH:10]=1)(=[O:3])=[O:2].[OH:18][CH2:19][CH2:20][CH2:21][CH2:22][O:23][C:24](=[O:27])[CH:25]=[CH2:26].[CH3:28][O:29][C:30](=[O:34])[C:31]([CH3:33])=[CH2:32].[CH2:35]([O:39][C:40](=[O:44])[C:41]([CH3:43])=[CH2:42])[CH:36]1[O:38][CH2:37]1, predict the reactants needed to synthesize it. (7) The reactants are: [OH:1][N:2]=[CH:3][CH:4]1[CH2:9][CH2:8][N:7]([C:10]([O:12][C:13]([CH3:16])([CH3:15])[CH3:14])=[O:11])[CH2:6][CH2:5]1.[Cl:17]N1C(=O)CCC1=O. Given the product [Cl:17][C:3](=[N:2][OH:1])[CH:4]1[CH2:9][CH2:8][N:7]([C:10]([O:12][C:13]([CH3:16])([CH3:15])[CH3:14])=[O:11])[CH2:6][CH2:5]1, predict the reactants needed to synthesize it. (8) Given the product [CH3:1][C:2]1[CH:3]=[CH:4][C:5]([N:8]2[N:16]=[C:15]([C:17]([OH:19])=[O:18])[C:14]3[CH:13]4[CH2:22][CH:10]([CH2:11][CH2:12]4)[C:9]2=3)=[CH:6][CH:7]=1, predict the reactants needed to synthesize it. The reactants are: [CH3:1][C:2]1[CH:7]=[CH:6][C:5]([N:8]2[N:16]=[C:15]([C:17]([O:19]CC)=[O:18])[C:14]3[CH:13]4[CH2:22][CH:10]([CH2:11][CH2:12]4)[C:9]2=3)=[CH:4][CH:3]=1.[OH-].[K+]. (9) Given the product [F:1][C:2]1[CH:3]=[C:4]([N:8]2[CH2:12][CH:11]([CH2:13][O:14][S:17]([CH3:16])(=[O:19])=[O:18])[O:10][C:9]2=[O:15])[CH:5]=[CH:6][CH:7]=1, predict the reactants needed to synthesize it. The reactants are: [F:1][C:2]1[CH:3]=[C:4]([N:8]2[CH2:12][CH:11]([CH2:13][OH:14])[O:10][C:9]2=[O:15])[CH:5]=[CH:6][CH:7]=1.[CH3:16][S:17](Cl)(=[O:19])=[O:18]. (10) Given the product [Cl:30][C:29]1[C:21]2[N:20]=[C:13]([C:12]3[N:8]([C:3]4[C:2]([Cl:1])=[CH:7][CH:6]=[CH:5][N:4]=4)[N:9]=[C:10]([C:16]([F:19])([F:18])[F:17])[CH:11]=3)[O:14][C:23](=[O:24])[C:22]=2[CH:26]=[CH:27][CH:28]=1, predict the reactants needed to synthesize it. The reactants are: [Cl:1][C:2]1[C:3]([N:8]2[C:12]([C:13](Cl)=[O:14])=[CH:11][C:10]([C:16]([F:19])([F:18])[F:17])=[N:9]2)=[N:4][CH:5]=[CH:6][CH:7]=1.[NH2:20][C:21]1[C:29]([Cl:30])=[CH:28][CH:27]=[CH:26][C:22]=1[C:23](O)=[O:24].C(N(CC)CC)C.CS(Cl)(=O)=O.